This data is from TCR-epitope binding with 47,182 pairs between 192 epitopes and 23,139 TCRs. The task is: Binary Classification. Given a T-cell receptor sequence (or CDR3 region) and an epitope sequence, predict whether binding occurs between them. (1) The epitope is NQKLIANQF. The TCR CDR3 sequence is CASSRYEQYF. Result: 0 (the TCR does not bind to the epitope). (2) The epitope is AVFDRKSDAK. The TCR CDR3 sequence is CASSYGAEQYF. Result: 0 (the TCR does not bind to the epitope).